Dataset: Full USPTO retrosynthesis dataset with 1.9M reactions from patents (1976-2016). Task: Predict the reactants needed to synthesize the given product. Given the product [CH2:5]([Si:4]([CH3:7])([CH3:6])[O:3][SiH:2]([CH3:11])[CH3:1])[CH2:8][CH3:9], predict the reactants needed to synthesize it. The reactants are: [CH3:1][SiH2:2][O:3][Si:4]([CH3:7])([CH3:6])[CH3:5].[CH2:8]=[CH:9]C.[C:11]1(C)C=CC=CC=1.